From a dataset of Catalyst prediction with 721,799 reactions and 888 catalyst types from USPTO. Predict which catalyst facilitates the given reaction. (1) Reactant: [O:1]=[C:2]1[N:6]([CH2:7][C:8]([OH:10])=O)[C:5]2[CH:11]=[CH:12][CH:13]=[CH:14][C:4]=2[N:3]1[C:15]1[CH:20]=[CH:19][CH:18]=[CH:17][N:16]=1.[NH2:21][C:22]1[N:27]=[C:26]2[CH2:28][C:29]3([CH2:39][C:25]2=[CH:24][CH:23]=1)[C:37]1[C:32](=[N:33][CH:34]=[CH:35][CH:36]=1)[NH:31][C:30]3=[O:38].C1CN(C(Cl)=[N+]2CCCC2)CC1.F[P-](F)(F)(F)(F)F.CCN(C(C)C)C(C)C. Product: [O:1]=[C:2]1[N:6]([CH2:7][C:8]([NH:21][C:22]2[N:27]=[C:26]3[CH2:28][C:29]4([CH2:39][C:25]3=[CH:24][CH:23]=2)[C:37]2[C:32](=[N:33][CH:34]=[CH:35][CH:36]=2)[NH:31][C:30]4=[O:38])=[O:10])[C:5]2[CH:11]=[CH:12][CH:13]=[CH:14][C:4]=2[N:3]1[C:15]1[CH:20]=[CH:19][CH:18]=[CH:17][N:16]=1. The catalyst class is: 1. (2) Reactant: [N:1]1([CH2:8][CH2:9][CH2:10][O:11][C:12]2[CH:17]=[CH:16][C:15]([CH2:18][CH2:19][N:20]3[CH2:25][CH2:24][N:23]([C:26]4[CH:27]=[CH:28][CH:29]=[C:30]5[C:35]=4[N:34]=[C:33]([CH:36]=[CH:37][C:38]([O:40]C)=[O:39])[CH:32]=[CH:31]5)[CH2:22][CH2:21]3)=[CH:14][CH:13]=2)[CH2:7][CH2:6][CH2:5][CH2:4][CH2:3][CH2:2]1.[CH:42]([OH:44])=[O:43].[OH-].[Na+]. Product: [N:1]1([CH2:8][CH2:9][CH2:10][O:11][C:12]2[CH:13]=[CH:14][C:15]([CH2:18][CH2:19][N:20]3[CH2:21][CH2:22][N:23]([C:26]4[CH:27]=[CH:28][CH:29]=[C:30]5[C:35]=4[N:34]=[C:33](/[CH:36]=[CH:37]/[C:38]([OH:40])=[O:39])[CH:32]=[CH:31]5)[CH2:24][CH2:25]3)=[CH:16][CH:17]=2)[CH2:2][CH2:3][CH2:4][CH2:5][CH2:6][CH2:7]1.[CH:42]([OH:44])=[O:43]. The catalyst class is: 1. (3) Reactant: [Li+:1].[CH3:2][CH:3]([N-:5][CH:6]([CH3:8])[CH3:7])[CH3:4].[SH:9][C:10]1[S:11][CH:12]=[CH:13][N:14]=1.[F:15][C:16]([F:23])([F:22])[C:17](OCC)=[O:18]. Product: [Li+:1].[CH3:2][CH:3]([N-:5][CH:6]([CH3:8])[CH3:7])[CH3:4].[F:15][C:16]([F:23])([F:22])[C:17]([C:12]1[S:11][C:10]([SH:9])=[N:14][CH:13]=1)=[O:18]. The catalyst class is: 1. (4) Reactant: CC(C)([O-])C.[K+].Cl[C:8]1[C:17]2[C:12](=[C:13]([O:20][CH:21]3[CH2:25][CH2:24][CH2:23][CH2:22]3)[C:14]([O:18][CH3:19])=[CH:15][CH:16]=2)[O:11][C:10](=[O:26])[CH:9]=1.[Cl:27][C:28]1[C:34]([CH3:35])=[CH:33][CH:32]=[C:31]([Cl:36])[C:29]=1[NH2:30].OP([O-])(O)=O.[K+]. Product: [CH:21]1([O:20][C:13]2[C:14]([O:18][CH3:19])=[CH:15][CH:16]=[C:17]3[C:12]=2[O:11][C:10](=[O:26])[CH:9]=[C:8]3[NH:30][C:29]2[C:31]([Cl:36])=[CH:32][CH:33]=[C:34]([CH3:35])[C:28]=2[Cl:27])[CH2:25][CH2:24][CH2:23][CH2:22]1. The catalyst class is: 16. (5) Reactant: C([N:8]1[CH2:13][CH2:12][CH:11]([O:14][C:15]2[N:20]=[C:19]([NH:21][C:22](=[O:31])[C:23]3[CH:28]=[CH:27][C:26]([F:29])=[CH:25][C:24]=3Cl)[CH:18]=[CH:17][CH:16]=2)[CH2:10][C:9]1([CH3:33])[CH3:32])C1C=CC=CC=1.C([O-])=O.[NH4+]. Product: [CH3:32][C:9]1([CH3:33])[CH2:10][CH:11]([O:14][C:15]2[N:20]=[C:19]([NH:21][C:22](=[O:31])[C:23]3[CH:24]=[CH:25][C:26]([F:29])=[CH:27][CH:28]=3)[CH:18]=[CH:17][CH:16]=2)[CH2:12][CH2:13][NH:8]1. The catalyst class is: 63. (6) Reactant: Br[C:2]1[CH:7]=[CH:6][C:5]([Br:8])=[CH:4][CH:3]=1.C(=O)([O-])[O-].[K+].[K+].[CH:15]([C:17]1[CH:22]=[C:21]([O:23][CH3:24])[CH:20]=[CH:19][C:18]=1B(O)O)=[O:16]. Product: [Br:8][C:5]1[CH:6]=[CH:7][C:2]([C:18]2[C:17]([CH:15]=[O:16])=[CH:22][C:21]([O:23][CH3:24])=[CH:20][CH:19]=2)=[CH:3][CH:4]=1. The catalyst class is: 108. (7) Reactant: [F:1][C:2]1[CH:3]=[C:4]([N:9]2[CH2:13][CH2:12][CH2:11][C@@H:10]2[C:14]2[CH:15]=[C:16]([C:31]([OH:33])=O)[CH:17]=[C:18]3[C:23]=2[O:22][C:21]([N:24]2[CH2:29][CH2:28][O:27][CH2:26][CH2:25]2)=[CH:20][C:19]3=[O:30])[CH:5]=[C:6]([F:8])[CH:7]=1.CCN(C(C)C)C(C)C.[CH3:43][N:44]1[CH2:49][CH2:48][NH:47][CH2:46][CH2:45]1. Product: [F:8][C:6]1[CH:5]=[C:4]([N:9]2[CH2:13][CH2:12][CH2:11][C@@H:10]2[C:14]2[CH:15]=[C:16]([C:31]([N:47]3[CH2:48][CH2:49][N:44]([CH3:43])[CH2:45][CH2:46]3)=[O:33])[CH:17]=[C:18]3[C:23]=2[O:22][C:21]([N:24]2[CH2:29][CH2:28][O:27][CH2:26][CH2:25]2)=[CH:20][C:19]3=[O:30])[CH:3]=[C:2]([F:1])[CH:7]=1. The catalyst class is: 2.